From a dataset of Full USPTO retrosynthesis dataset with 1.9M reactions from patents (1976-2016). Predict the reactants needed to synthesize the given product. (1) Given the product [CH3:14][O:15][C:16]1[CH:21]=[CH:20][CH:19]=[CH:18][C:17]=1[C@@H:22]([NH:24][CH2:10][C@@H:9]([NH2:8])[CH3:11])[CH3:23], predict the reactants needed to synthesize it. The reactants are: C(OC([NH:8][C@H:9]([C:11](O)=O)[CH3:10])=O)(C)(C)C.[CH3:14][O:15][C:16]1[CH:21]=[CH:20][CH:19]=[CH:18][C:17]=1[C@@H:22]([NH2:24])[CH3:23]. (2) Given the product [CH2:13]([B:15]([CH2:18][CH3:19])[C:7]1[CH:8]=[N:9][CH:10]=[CH:11][CH:12]=1)[CH3:14], predict the reactants needed to synthesize it. The reactants are: C([Li])CCC.Br[C:7]1[CH:8]=[N:9][CH:10]=[CH:11][CH:12]=1.[CH2:13]([B:15]([CH2:18][CH3:19])OC)[CH3:14].O. (3) Given the product [C:11]([C:15]1[CH:16]=[CH:17][C:18]([C:21]#[C:22][C:23]2[CH:28]=[CH:27][N:26]=[CH:25][C:24]=2[NH:29][C:30](=[O:31])[O:32][C:33]([CH3:36])([CH3:35])[CH3:34])=[CH:19][CH:20]=1)([CH3:14])([CH3:12])[CH3:13], predict the reactants needed to synthesize it. The reactants are: C[Si]([N-][Si](C)(C)C)(C)C.[Na+].[C:11]([C:15]1[CH:20]=[CH:19][C:18]([C:21]#[C:22][C:23]2[CH:28]=[CH:27][N:26]=[CH:25][C:24]=2[NH2:29])=[CH:17][CH:16]=1)([CH3:14])([CH3:13])[CH3:12].[C:30](O[C:30]([O:32][C:33]([CH3:36])([CH3:35])[CH3:34])=[O:31])([O:32][C:33]([CH3:36])([CH3:35])[CH3:34])=[O:31].[Cl-].[NH4+]. (4) The reactants are: [Br:1][C:2]1[CH:26]=[CH:25][C:24]([F:27])=[CH:23][C:3]=1[O:4][CH:5]1[CH2:10][CH2:9][N:8]([C:11]2[N:16]=[CH:15][C:14]([C:17]#[C:18]C(C)(O)C)=[CH:13][N:12]=2)[CH2:7][CH2:6]1.[H-].[Na+]. Given the product [Br:1][C:2]1[CH:26]=[CH:25][C:24]([F:27])=[CH:23][C:3]=1[O:4][CH:5]1[CH2:10][CH2:9][N:8]([C:11]2[N:12]=[CH:13][C:14]([C:17]#[CH:18])=[CH:15][N:16]=2)[CH2:7][CH2:6]1, predict the reactants needed to synthesize it. (5) Given the product [F:3][C:4]([C:14]([F:32])([F:31])[C:15]([F:30])([F:29])[C:16]([F:28])([F:27])[C:17]([F:26])([F:25])[C:18]([F:24])([F:23])[C:19]([F:22])([F:21])[F:20])([C:6]1[S:7][C:8]([Br:1])=[C:9]([F:12])[C:10]=1[F:11])[OH:5], predict the reactants needed to synthesize it. The reactants are: [Br:1]Br.[F:3][C:4]([C:14]([F:32])([F:31])[C:15]([F:30])([F:29])[C:16]([F:28])([F:27])[C:17]([F:26])([F:25])[C:18]([F:24])([F:23])[C:19]([F:22])([F:21])[F:20])([C:6]1[S:7][C:8](F)=[C:9]([F:12])[C:10]=1[F:11])[OH:5].C([O-])(O)=O.[Na+]. (6) The reactants are: [CH3:1][CH:2]([C:4]1[CH:13]=[CH:12][C:7]([C:8](OC)=[O:9])=[CH:6][CH:5]=1)[CH3:3].O.[NH2:15][NH2:16].C1(C)C=CC=CC=1.C(=O)([O-])O.[Na+]. Given the product [CH3:1][CH:2]([C:4]1[CH:13]=[CH:12][C:7]([C:8]([NH:15][NH2:16])=[O:9])=[CH:6][CH:5]=1)[CH3:3], predict the reactants needed to synthesize it. (7) The reactants are: CON(C)[C:4](=[O:18])[C@H:5]([NH:7][C:8](=[O:17])[O:9][CH2:10][C:11]1[CH:16]=[CH:15][CH:14]=[CH:13][CH:12]=1)[CH3:6].[CH3:20][Mg]Br.C1COCC1.C1(C)C=CC=CC=1.O. Given the product [O:18]=[C:4]([CH3:20])[C@H:5]([NH:7][C:8](=[O:17])[O:9][CH2:10][C:11]1[CH:12]=[CH:13][CH:14]=[CH:15][CH:16]=1)[CH3:6], predict the reactants needed to synthesize it.